Predict the reaction yield, written as a fraction of the theoretical maximum amount of product (1.0 means a 100% yield; for example, 0.34 means a 34% yield). From a dataset of Reaction yield outcomes from USPTO patents with 853,638 reactions. (1) The reactants are [C:1]([O:5][C:6]([N:8]1[CH2:13][CH2:12][N:11]([C:14]2[CH:19]=[CH:18][C:17]([C:20]3[CH:21]=[C:22]4[C:31](I)=[CH:30][N:29]([C:33]([O:35][C:36]([CH3:39])([CH3:38])[CH3:37])=[O:34])[C:23]4=[N:24][C:25]=3[CH:26]3[CH2:28][CH2:27]3)=[CH:16][CH:15]=2)[CH2:10][CH2:9]1)=[O:7])([CH3:4])([CH3:3])[CH3:2].[F:40][C:41]1[CH:42]=[C:43]([CH:61]=[C:62]([F:64])[CH:63]=1)[CH2:44][N:45]1[C:49]([CH3:50])=[C:48](B2OC(C)(C)C(C)(C)O2)[C:47]([CH3:60])=[N:46]1.C(=O)([O-])[O-].[Na+].[Na+]. The catalyst is Cl[Pd](Cl)([P](C1C=CC=CC=1)(C1C=CC=CC=1)C1C=CC=CC=1)[P](C1C=CC=CC=1)(C1C=CC=CC=1)C1C=CC=CC=1.COCCOC.O. The product is [C:1]([O:5][C:6]([N:8]1[CH2:13][CH2:12][N:11]([C:14]2[CH:19]=[CH:18][C:17]([C:20]3[CH:21]=[C:22]4[C:31]([C:48]5[C:47]([CH3:60])=[N:46][N:45]([CH2:44][C:43]6[CH:61]=[C:62]([F:64])[CH:63]=[C:41]([F:40])[CH:42]=6)[C:49]=5[CH3:50])=[CH:30][N:29]([C:33]([O:35][C:36]([CH3:39])([CH3:38])[CH3:37])=[O:34])[C:23]4=[N:24][C:25]=3[CH:26]3[CH2:28][CH2:27]3)=[CH:16][CH:15]=2)[CH2:10][CH2:9]1)=[O:7])([CH3:4])([CH3:3])[CH3:2]. The yield is 0.450. (2) The reactants are Br[C:2]1[CH:7]=[CH:6][CH:5]=[CH:4][CH:3]=1.[Mg].[C:9](=[S:11])=S.[CH3:12][NH:13][NH2:14]. The catalyst is O.C1COCC1. The product is [CH3:12][N:13]([C:9](=[S:11])[C:2]1[CH:7]=[CH:6][CH:5]=[CH:4][CH:3]=1)[NH2:14]. The yield is 0.480. (3) The reactants are [C:1]([O:4][CH:5]1[C:9]2[N:10]=[CH:11][N:12]=[C:13](Cl)[C:8]=2[C@H:7]([CH3:15])[CH2:6]1)(=[O:3])[CH3:2].[C:16]([N:23]1[CH2:28][CH2:27][NH:26][CH2:25][CH2:24]1)([O:18][C:19]([CH3:22])([CH3:21])[CH3:20])=[O:17]. The catalyst is CN1C(=O)CCC1.C(OCC)(=O)C. The product is [C:1]([O:4][CH:5]1[C:9]2[N:10]=[CH:11][N:12]=[C:13]([N:26]3[CH2:25][CH2:24][N:23]([C:16]([O:18][C:19]([CH3:22])([CH3:21])[CH3:20])=[O:17])[CH2:28][CH2:27]3)[C:8]=2[C@H:7]([CH3:15])[CH2:6]1)(=[O:3])[CH3:2]. The yield is 0.720. (4) The reactants are [Cl:1][C:2]1[C:14]([Cl:15])=[CH:13][CH:12]=[C:11]2[C:3]=1[C:4]1[CH2:5][CH2:6][CH2:7][C:8](=[O:26])[C:9]=1[N:10]2[S:16]([C:19]1[CH:25]=[CH:24][C:22]([CH3:23])=[CH:21][CH:20]=1)(=[O:18])=[O:17].[Li+].C[Si]([N-][Si](C)(C)C)(C)C.[F:37]NS(C1C=CC=CC=1)(=O)=O. The catalyst is C1COCC1. The product is [Cl:1][C:2]1[C:14]([Cl:15])=[CH:13][CH:12]=[C:11]2[C:3]=1[C:4]1[CH2:5][CH2:6][CH:7]([F:37])[C:8](=[O:26])[C:9]=1[N:10]2[S:16]([C:19]1[CH:20]=[CH:21][C:22]([CH3:23])=[CH:24][CH:25]=1)(=[O:18])=[O:17]. The yield is 0.320. (5) The reactants are [C:1]([C:4]1[CH:27]=[CH:26][C:7]([O:8][CH2:9][C:10]2[CH:25]=[CH:24][C:13]([C:14]([C:16]3[CH:17]=[N:18][CH:19]=[C:20]([CH:23]=3)[C:21]#[N:22])=[O:15])=[CH:12][CH:11]=2)=[C:6]([CH2:28][CH2:29][CH3:30])[C:5]=1[OH:31])(=[O:3])[CH3:2].[N-:32]=[N+:33]=[N-:34].[Na+].Cl.C(N(CC)CC)C. No catalyst specified. The product is [OH:31][C:5]1[C:6]([CH2:28][CH2:29][CH3:30])=[C:7]([O:8][CH2:9][C:10]2[CH:11]=[CH:12][C:13]([C:14]([C:16]3[CH:17]=[N:18][CH:19]=[C:20]([C:21]4[N:32]=[N:33][NH:34][N:22]=4)[CH:23]=3)=[O:15])=[CH:24][CH:25]=2)[CH:26]=[CH:27][C:4]=1[C:1](=[O:3])[CH3:2]. The yield is 0.660. (6) The reactants are [OH:1][C:2]1[C:3](=[O:16])[N:4]([CH3:15])[C:5]2[C:10]([C:11]=1[C:12](Cl)=[O:13])=[CH:9][CH:8]=[CH:7][CH:6]=2.[F:17][C:18]([F:30])([F:29])[C:19]1[CH:27]=[C:26]2[C:22]([CH2:23][CH2:24][C@H:25]2[NH2:28])=[CH:21][CH:20]=1.Cl.FC(F)(F)C1C=C2C(CC[C@H]2N)=CC=1. No catalyst specified. The product is [OH:1][C:2]1[C:3](=[O:16])[N:4]([CH3:15])[C:5]2[C:10]([C:11]=1[C:12]([NH:28][C@H:25]1[C:26]3[C:22](=[CH:21][CH:20]=[C:19]([C:18]([F:17])([F:29])[F:30])[CH:27]=3)[CH2:23][CH2:24]1)=[O:13])=[CH:9][CH:8]=[CH:7][CH:6]=2. The yield is 0.200. (7) The reactants are [Br:1][C:2]1[CH:7]=[CH:6][C:5]([S:8](Cl)(=[O:10])=[O:9])=[CH:4][CH:3]=1.[CH2:12]([NH2:16])[CH:13]([CH3:15])[CH3:14]. The catalyst is ClCCl. The product is [Br:1][C:2]1[CH:7]=[CH:6][C:5]([S:8]([NH:16][CH2:12][CH:13]([CH3:15])[CH3:14])(=[O:10])=[O:9])=[CH:4][CH:3]=1. The yield is 0.280. (8) The yield is 0.890. The product is [CH3:28][O:29][C:30](=[O:31])[NH:32][CH:33]([C:6]([N:8]1[CH:13]([C:14]2[NH:15][C:16]([C:19]3[CH:24]=[CH:23][C:22]([Br:25])=[CH:21][CH:20]=3)=[CH:17][N:18]=2)[CH:12]2[CH2:26][CH:9]1[CH2:10][CH2:11]2)=[O:7])[CH:37]([CH3:39])[CH3:38]. The catalyst is CO.O1CCOCC1. The reactants are C(O[C:6]([N:8]1[CH:13]([C:14]2[NH:15][C:16]([C:19]3[CH:24]=[CH:23][C:22]([Br:25])=[CH:21][CH:20]=3)=[CH:17][N:18]=2)[CH:12]2[CH2:26][CH:9]1[CH2:10][CH2:11]2)=[O:7])(C)(C)C.Cl.[CH3:28][O:29][C:30]([NH:32][CH:33]([CH:37]([CH3:39])[CH3:38])C(O)=O)=[O:31].CN(C(ON1N=NC2C=CC=NC1=2)=[N+](C)C)C.F[P-](F)(F)(F)(F)F.C(N(CC)C(C)C)(C)C. (9) The reactants are Cl[CH2:2][C:3]1[C:4]2[N:5]([CH:9]=[CH:10][N:11]=2)[CH:6]=[CH:7][CH:8]=1.[OH:12][C:13]1[CH:20]=[CH:19][C:18]([O:21][CH3:22])=[CH:17][C:14]=1[CH:15]=[O:16].C(=O)([O-])[O-].[K+].[K+]. The catalyst is CN(C=O)C. The product is [N:11]1[CH:10]=[CH:9][N:5]2[CH:6]=[CH:7][CH:8]=[C:3]([CH2:2][O:12][C:13]3[CH:20]=[CH:19][C:18]([O:21][CH3:22])=[CH:17][C:14]=3[CH:15]=[O:16])[C:4]=12. The yield is 0.450. (10) The reactants are [C:1]([O:5][C:6]([N:8]1[CH2:14][C:13]2[CH:15]=[C:16]([N:19]3[CH2:23][CH:22]([CH2:24][NH2:25])[O:21][C:20]3=[O:26])[CH:17]=[CH:18][C:12]=2[O:11][CH2:10][CH2:9]1)=[O:7])([CH3:4])([CH3:3])[CH3:2].C(N(C(C)C)CC)(C)C.[C:36](Cl)(=[O:38])[CH3:37]. The catalyst is CN(C)C=O.C(OCC)(=O)C. The product is [C:1]([O:5][C:6]([N:8]1[CH2:14][C:13]2[CH:15]=[C:16]([N:19]3[CH2:23][CH:22]([CH2:24][NH:25][C:36](=[O:38])[CH3:37])[O:21][C:20]3=[O:26])[CH:17]=[CH:18][C:12]=2[O:11][CH2:10][CH2:9]1)=[O:7])([CH3:4])([CH3:2])[CH3:3]. The yield is 0.600.